From a dataset of Reaction yield outcomes from USPTO patents with 853,638 reactions. Predict the reaction yield, written as a fraction of the theoretical maximum amount of product (1.0 means a 100% yield; for example, 0.34 means a 34% yield). (1) The reactants are [Cl:1][C:2]1[CH:7]=[C:6]([Cl:8])[CH:5]=[CH:4][C:3]=1[C@H:9]([N:11]1[C:19]2[C:14](=[CH:15][CH:16]=[C:17]([C:20]3[CH2:21][CH2:22][NH:23][CH2:24][CH:25]=3)[CH:18]=2)[CH:13]=[N:12]1)[CH3:10].C(OC([N:33]1[CH2:37][CH2:36][CH2:35][C@@H:34]1[C:38](O)=[O:39])=O)(C)(C)C.CN(C(ON1N=NC2C=CC=NC1=2)=[N+](C)C)C.F[P-](F)(F)(F)(F)F.CCN(CC)CC. The catalyst is ClCCl. The product is [Cl:1][C:2]1[CH:7]=[C:6]([Cl:8])[CH:5]=[CH:4][C:3]=1[C@H:9]([N:11]1[C:19]2[C:14](=[CH:15][CH:16]=[C:17]([C:20]3[CH2:21][CH2:22][N:23]([C:38]([C@H:34]4[CH2:35][CH2:36][CH2:37][NH:33]4)=[O:39])[CH2:24][CH:25]=3)[CH:18]=2)[CH:13]=[N:12]1)[CH3:10]. The yield is 0.650. (2) The reactants are [Br:1][C:2]1[CH:7]=[CH:6][CH:5]=[CH:4][C:3]=1[CH2:8][S:9](Cl)(=[O:11])=[O:10].[CH3:13][NH2:14].O. The catalyst is C1COCC1. The product is [Br:1][C:2]1[CH:7]=[CH:6][CH:5]=[CH:4][C:3]=1[CH2:8][S:9]([NH:14][CH3:13])(=[O:11])=[O:10]. The yield is 0.410. (3) The reactants are [Cl:1][C:2]1[CH:7]=[CH:6][C:5]([C:8]2[C:12]([CH3:13])=[CH:11][NH:10][C:9]=2[C:14]([O:16][CH2:17][CH3:18])=[O:15])=[CH:4][CH:3]=1.[H-].[Na+].[CH2:21](Br)[C:22]1[CH:27]=[CH:26][CH:25]=[CH:24][CH:23]=1.CCOC(C)=O. The catalyst is CN(C=O)C.[Cl-].[Na+].O. The product is [CH2:21]([N:10]1[CH:11]=[C:12]([CH3:13])[C:8]([C:5]2[CH:6]=[CH:7][C:2]([Cl:1])=[CH:3][CH:4]=2)=[C:9]1[C:14]([O:16][CH2:17][CH3:18])=[O:15])[C:22]1[CH:27]=[CH:26][CH:25]=[CH:24][CH:23]=1. The yield is 0.700. (4) The reactants are [Cl:1][C:2]1[CH:7]=[C:6]([C:8](=O)[CH3:9])[CH:5]=[C:4]([CH3:11])[N:3]=1.[CH3:12][C:13]([S@@:16]([NH2:18])=[O:17])([CH3:15])[CH3:14].[BH4-].[Na+]. The catalyst is C1COCC1.[O-]CC.[Ti+4].[O-]CC.[O-]CC.[O-]CC. The product is [Cl:1][C:2]1[CH:7]=[C:6]([CH:8]([NH:18][S@:16]([C:13]([CH3:15])([CH3:14])[CH3:12])=[O:17])[CH3:9])[CH:5]=[C:4]([CH3:11])[N:3]=1. The yield is 0.680.